From a dataset of Forward reaction prediction with 1.9M reactions from USPTO patents (1976-2016). Predict the product of the given reaction. (1) Given the reactants [H-].[Na+].[F:3][C:4]1[CH:11]=[CH:10][C:7]([CH2:8][OH:9])=[CH:6][CH:5]=1.Cl[C:13]1[N:14]=[C:15]([OH:29])[C:16]2[CH:22]=[CH:21][N:20]=[C:19]([C:23]3[N:24]=[CH:25][N:26]([CH3:28])[CH:27]=3)[C:17]=2[N:18]=1, predict the reaction product. The product is: [F:3][C:4]1[CH:11]=[CH:10][C:7]([CH2:8][O:9][C:13]2[N:14]=[C:15]([OH:29])[C:16]3[CH:22]=[CH:21][N:20]=[C:19]([C:23]4[N:24]=[CH:25][N:26]([CH3:28])[CH:27]=4)[C:17]=3[N:18]=2)=[CH:6][CH:5]=1. (2) The product is: [Cl:24][C:25]1[CH:26]=[CH:27][C:28]([CH2:29][N:30]2[CH2:34][CH2:33][N:32]([C:35]3[S:36][C:37]([C:41]([OH:43])=[O:42])=[C:38]([CH3:40])[N:39]=3)[C:31]2=[O:46])=[CH:47][CH:48]=1. Given the reactants CC1N=C(N2CCN(C3C=CC=CC=3)C2=O)SC=1C(OCC)=O.[Cl:24][C:25]1[CH:48]=[CH:47][C:28]([CH2:29][N:30]2[CH2:34][CH2:33][N:32]([C:35]3[S:36][C:37]([C:41]([O:43]CC)=[O:42])=[C:38]([CH3:40])[N:39]=3)[C:31]2=[O:46])=[CH:27][CH:26]=1, predict the reaction product. (3) The product is: [C:16]([O:15][CH:12]1[CH:11]=[CH:10][CH:9]([O:8][Si:1]([C:4]([CH3:7])([CH3:6])[CH3:5])([CH3:3])[CH3:2])[O:14][CH2:13]1)(=[O:18])[CH3:17]. Given the reactants [Si:1]([O:8][CH:9]1[O:14][CH2:13][CH:12]([OH:15])[CH:11]=[CH:10]1)([C:4]([CH3:7])([CH3:6])[CH3:5])([CH3:3])[CH3:2].[C:16](OC(=O)C)(=[O:18])[CH3:17].CO.O, predict the reaction product. (4) Given the reactants [C:1]1([C:7]2[N:12]=[C:11]([C:13]3[CH:18]=[CH:17][CH:16]=[CH:15][CH:14]=3)[N:10]=[C:9]([N:19]3[C:31]4[CH:30]=[C:29]5[C:32]([CH3:69])([CH3:68])[C:33]6[C:38]([C:28]5=[CH:27][C:26]=4[C:25]4[C:20]3=[CH:21][CH:22]=[CH:23][CH:24]=4)=[CH:37][CH:36]=[CH:35][C:34]=6[C:39]3[CH:40]=[C:41]4[C:49](=[CH:50][CH:51]=3)[N:48](C(OC(C)(C)C)=O)[C:47]3[CH:46]=[C:45]5[C:59]([CH3:67])([CH3:66])[C:60]6[C:65]([C:44]5=[CH:43][C:42]4=3)=[CH:64][CH:63]=[CH:62][CH:61]=6)[N:8]=2)[CH:6]=[CH:5][CH:4]=[CH:3][CH:2]=1.FC(F)(F)C(O)=O.[OH-].[Na+], predict the reaction product. The product is: [C:13]1([C:11]2[N:12]=[C:7]([C:1]3[CH:2]=[CH:3][CH:4]=[CH:5][CH:6]=3)[N:8]=[C:9]([N:19]3[C:31]4[CH:30]=[C:29]5[C:32]([CH3:69])([CH3:68])[C:33]6[C:38]([C:28]5=[CH:27][C:26]=4[C:25]4[C:20]3=[CH:21][CH:22]=[CH:23][CH:24]=4)=[CH:37][CH:36]=[CH:35][C:34]=6[C:39]3[CH:40]=[C:41]4[C:49](=[CH:50][CH:51]=3)[NH:48][C:47]3[CH:46]=[C:45]5[C:59]([CH3:67])([CH3:66])[C:60]6[C:65]([C:44]5=[CH:43][C:42]4=3)=[CH:64][CH:63]=[CH:62][CH:61]=6)[N:10]=2)[CH:18]=[CH:17][CH:16]=[CH:15][CH:14]=1. (5) Given the reactants [CH3:1][C:2]([CH2:4][OH:5])=[O:3].[C:6]([C:10]([C:13](F)=[O:14])([F:12])[F:11])([F:9])([F:8])[F:7], predict the reaction product. The product is: [CH3:1][C:2]([CH2:4][O:5][C:13]([C:10]([C:6]([F:9])([F:8])[F:7])([F:12])[F:11])=[O:14])=[O:3]. (6) Given the reactants [CH3:1][C:2]1([CH2:6]O)[CH2:5][O:4][CH2:3]1.[OH-].[Na+].[C:10]1([CH3:20])[CH:15]=[CH:14][C:13]([S:16](Cl)(=[O:18])=[O:17])=[CH:12][CH:11]=1.O, predict the reaction product. The product is: [CH3:1][C:2]1([CH2:6][S:16]([C:13]2[CH:14]=[CH:15][C:10]([CH3:20])=[CH:11][CH:12]=2)(=[O:18])=[O:17])[CH2:5][O:4][CH2:3]1.